From a dataset of Full USPTO retrosynthesis dataset with 1.9M reactions from patents (1976-2016). Predict the reactants needed to synthesize the given product. (1) Given the product [CH3:1][C:2]1[N:3]=[CH:4][N:5]([CH2:7][C:8]2([C:14]3[CH:19]=[CH:18][C:17]([O:20][CH2:21][CH2:22][CH2:23][N:24]4[CH2:28][CH2:27][CH2:26][CH2:25]4)=[CH:16][CH:15]=3)[CH2:13][CH2:12][O:11][CH2:10][CH2:9]2)[CH:6]=1, predict the reactants needed to synthesize it. The reactants are: [CH3:1][C:2]1[N:3]=[C:4](S)[N:5]([CH2:7][C:8]2([C:14]3[CH:19]=[CH:18][C:17]([O:20][CH2:21][CH2:22][CH2:23][N:24]4[CH2:28][CH2:27][CH2:26][CH2:25]4)=[CH:16][CH:15]=3)[CH2:13][CH2:12][O:11][CH2:10][CH2:9]2)[CH:6]=1.O. (2) Given the product [C:1]1([C:59]2[CH:60]=[CH:61][CH:62]=[CH:63][CH:64]=2)[CH:6]=[CH:5][CH:4]=[CH:3][C:2]=1[C:7]1[CH:20]=[CH:19][C:18]2[C:9](=[C:10]([C:41]3[CH:46]=[C:45]([C:47]4[CH:48]=[CH:49][CH:50]=[CH:51][CH:52]=4)[CH:44]=[C:43]([C:53]4[CH:54]=[CH:55][CH:56]=[CH:57][CH:58]=4)[CH:42]=3)[C:11]3[C:16]([C:17]=2[C:22]2[CH:23]=[C:24]([C:34]4[CH:35]=[CH:36][CH:37]=[CH:38][CH:39]=4)[CH:25]=[C:26]([C:28]4[CH:33]=[CH:32][CH:31]=[CH:30][CH:29]=4)[CH:27]=2)=[CH:15][CH:14]=[CH:13][CH:12]=3)[CH:8]=1, predict the reactants needed to synthesize it. The reactants are: [C:1]1([C:59]2[CH:64]=[CH:63][CH:62]=[CH:61][CH:60]=2)[CH:6]=[CH:5][CH:4]=[CH:3][C:2]=1[C:7]1[CH:20]=[CH:19][C:18]2[C:17]([C:22]3[CH:27]=[C:26]([C:28]4[CH:33]=[CH:32][CH:31]=[CH:30][CH:29]=4)[CH:25]=[C:24]([C:34]4[CH:39]=[CH:38][CH:37]=[CH:36][CH:35]=4)[CH:23]=3)(O)[C:16]3[C:11](=[CH:12][CH:13]=[CH:14][CH:15]=3)[C:10]([C:41]3[CH:46]=[C:45]([C:47]4[CH:52]=[CH:51][CH:50]=[CH:49][CH:48]=4)[CH:44]=[C:43]([C:53]4[CH:58]=[CH:57][CH:56]=[CH:55][CH:54]=4)[CH:42]=3)(O)[C:9]=2[CH:8]=1.Cl. (3) Given the product [F:20][C:14]1[CH:15]=[CH:16][CH:17]=[C:18]([F:19])[C:13]=1[N:8]1[C:6]2[N:7]=[C:2]([NH:1][C:34]([CH:31]3[CH2:33][CH2:32]3)=[O:35])[N:3]=[C:4]([C:21]3[CH:26]=[CH:25][C:24]([F:27])=[CH:23][C:22]=3[CH3:28])[C:5]=2[CH:11]=[CH:10][C:9]1=[O:12], predict the reactants needed to synthesize it. The reactants are: [NH2:1][C:2]1[N:3]=[C:4]([C:21]2[CH:26]=[CH:25][C:24]([F:27])=[CH:23][C:22]=2[CH3:28])[C:5]2[CH:11]=[CH:10][C:9](=[O:12])[N:8]([C:13]3[C:18]([F:19])=[CH:17][CH:16]=[CH:15][C:14]=3[F:20])[C:6]=2[N:7]=1.[H-].[Na+].[CH:31]1([C:34](Cl)=[O:35])[CH2:33][CH2:32]1. (4) Given the product [F:15][C:16]1[CH:17]=[C:18]([C:2]2[C:7]3=[N:8][C:9]([C:12]([NH2:14])=[O:13])=[CH:10][N:11]=[C:6]3[CH:5]=[N:4][CH:3]=2)[CH:19]=[CH:20][C:21]=1[F:22], predict the reactants needed to synthesize it. The reactants are: Br[C:2]1[C:7]2=[N:8][C:9]([C:12]([NH2:14])=[O:13])=[CH:10][N:11]=[C:6]2[CH:5]=[N:4][CH:3]=1.[F:15][C:16]1[CH:17]=[C:18](B(O)O)[CH:19]=[CH:20][C:21]=1[F:22].C(=O)([O-])[O-].[Cs+].[Cs+].O1CCOCC1.